Dataset: Reaction yield outcomes from USPTO patents with 853,638 reactions. Task: Predict the reaction yield, written as a fraction of the theoretical maximum amount of product (1.0 means a 100% yield; for example, 0.34 means a 34% yield). (1) The reactants are [CH:1]1([C:6]([NH:8][C:9]2[CH:10]=[C:11]3[C:15](=[CH:16][CH:17]=2)[N:14]([CH2:18][CH2:19][CH2:20][C:21](O)=[O:22])[C:13]([CH2:24][O:25][C:26]2[CH:35]=[CH:34][C:33]4[C:28](=[CH:29][CH:30]=[CH:31][CH:32]=4)[CH:27]=2)=[C:12]3[C:36]([N:38]2[CH2:42][CH2:41][CH2:40][CH2:39]2)=[O:37])=[O:7])[CH2:5][CH2:4][CH2:3][CH2:2]1.CCN=C=NCCCN(C)C.[NH2:54][C:55]1[CH:56]=[C:57]([CH:62]=[CH:63][CH:64]=1)[C:58]([O:60]C)=[O:59].C1COCC1. The catalyst is CN(C1C=CN=CC=1)C.C(OCC)(=O)C.O. The product is [CH:1]1([C:6]([NH:8][C:9]2[CH:10]=[C:11]3[C:15](=[CH:16][CH:17]=2)[N:14]([CH2:18][CH2:19][CH2:20][C:21]([NH:54][C:55]2[CH:56]=[C:57]([CH:62]=[CH:63][CH:64]=2)[C:58]([OH:60])=[O:59])=[O:22])[C:13]([CH2:24][O:25][C:26]2[CH:35]=[CH:34][C:33]4[C:28](=[CH:29][CH:30]=[CH:31][CH:32]=4)[CH:27]=2)=[C:12]3[C:36]([N:38]2[CH2:39][CH2:40][CH2:41][CH2:42]2)=[O:37])=[O:7])[CH2:2][CH2:3][CH2:4][CH2:5]1. The yield is 0.880. (2) The reactants are [NH2:1][C:2]1[CH:19]=[C:18]([Cl:20])[C:5]([O:6][C:7]2[CH:8]=[C:9]([CH:15]([CH3:17])[CH3:16])[C:10](=[O:14])[N:11]([CH3:13])[N:12]=2)=[C:4]([Cl:21])[CH:3]=1.[N:22]([O-])=O.[Na+].[C:26]([CH2:28][C:29]([NH:31][C:32]([O:34][CH2:35][CH3:36])=[O:33])=[O:30])#[N:27].C([O-])(=O)C.[Na+]. The catalyst is C(O)(=O)C.Cl.O. The product is [CH2:35]([O:34][C:32](=[O:33])[NH:31][C:29](=[O:30])[C:28]([C:26]#[N:27])=[N:22][NH:1][C:2]1[CH:19]=[C:18]([Cl:20])[C:5]([O:6][C:7]2[CH:8]=[C:9]([CH:15]([CH3:16])[CH3:17])[C:10](=[O:14])[N:11]([CH3:13])[N:12]=2)=[C:4]([Cl:21])[CH:3]=1)[CH3:36]. The yield is 0.950.